From a dataset of Full USPTO retrosynthesis dataset with 1.9M reactions from patents (1976-2016). Predict the reactants needed to synthesize the given product. (1) Given the product [CH3:17][O:11][C:10](=[O:12])[CH2:9][O:8][C:4]1[CH:5]=[CH:6][CH:7]=[C:2]([F:1])[CH:3]=1, predict the reactants needed to synthesize it. The reactants are: [F:1][C:2]1[CH:3]=[C:4]([O:8][CH2:9][C:10]([OH:12])=[O:11])[CH:5]=[CH:6][CH:7]=1.S(Cl)(Cl)=O.[CH3:17]O. (2) Given the product [CH3:19][O:18][P:17]([C:2]1[CH:7]=[CH:6][C:5]([B:8]2[O:12][C:11]([CH3:14])([CH3:13])[C:10]([CH3:16])([CH3:15])[O:9]2)=[CH:4][CH:3]=1)(=[O:22])[O:20][CH3:21], predict the reactants needed to synthesize it. The reactants are: Br[C:2]1[CH:7]=[CH:6][C:5]([B:8]2[O:12][C:11]([CH3:14])([CH3:13])[C:10]([CH3:16])([CH3:15])[O:9]2)=[CH:4][CH:3]=1.[P:17]([O:22]C)([O:20][CH3:21])[O:18][CH3:19].N(C1(C#N)CCCCC1)=NC1(C#N)CCCCC1.C[Si]([SiH]([Si](C)(C)C)[Si](C)(C)C)(C)C. (3) Given the product [C:1]([O:5][C:6]([N:8]1[CH2:13][CH2:12][CH:11]([CH2:14][N:16]2[CH2:20][CH2:19][CH2:18][CH2:17]2)[CH2:10][CH2:9]1)=[O:7])([CH3:4])([CH3:3])[CH3:2], predict the reactants needed to synthesize it. The reactants are: [C:1]([O:5][C:6]([N:8]1[CH2:13][CH2:12][CH:11]([CH:14]=O)[CH2:10][CH2:9]1)=[O:7])([CH3:4])([CH3:3])[CH3:2].[NH:16]1[CH2:20][CH2:19][CH2:18][CH2:17]1.C(O[BH-](OC(=O)C)OC(=O)C)(=O)C.[Na+].[OH-].[Na+]. (4) Given the product [CH:34]([N:37]([C:8]([C@H:5]1[CH2:4][CH2:3][C@H:2]([CH3:1])[CH2:7][CH2:6]1)=[O:10])[C:38]1[S:39][CH:40]=[CH:41][C:42]=1[C:43]([O:45][CH3:46])=[O:44])([CH3:36])[CH3:35], predict the reactants needed to synthesize it. The reactants are: [CH3:1][C@H:2]1[CH2:7][CH2:6][C@H:5]([C:8]([OH:10])=O)[CH2:4][CH2:3]1.S(Cl)(Cl)=O.C[C@H]1CC[C@H](C(Cl)=O)CC1.C(N(C(C)C)CC)(C)C.[CH:34]([NH:37][C:38]1[S:39][CH:40]=[CH:41][C:42]=1[C:43]([O:45][CH3:46])=[O:44])([CH3:36])[CH3:35].C(=O)([O-])[O-].[Na+].[Na+]. (5) The reactants are: [CH2:1]([O:8][C:9]1[CH:14]=[CH:13][C:12]([NH:15][C:16]2[C:17]3[CH:24]=[C:23]([C:25]4[CH:30]=[CH:29][C:28]([CH2:31]Cl)=[CH:27][CH:26]=4)[NH:22][C:18]=3[N:19]=[CH:20][N:21]=2)=[CH:11][CH:10]=1)[C:2]1[CH:7]=[CH:6][CH:5]=[CH:4][CH:3]=1.[CH3:33][NH:34][CH3:35]. Given the product [CH2:1]([O:8][C:9]1[CH:14]=[CH:13][C:12]([NH:15][C:16]2[C:17]3[CH:24]=[C:23]([C:25]4[CH:30]=[CH:29][C:28]([CH2:31][N:34]([CH3:35])[CH3:33])=[CH:27][CH:26]=4)[NH:22][C:18]=3[N:19]=[CH:20][N:21]=2)=[CH:11][CH:10]=1)[C:2]1[CH:7]=[CH:6][CH:5]=[CH:4][CH:3]=1, predict the reactants needed to synthesize it. (6) The reactants are: [CH3:1][O:2][C:3]1[CH:4]=[C:5]([CH2:13][CH2:14][C:15](Cl)=[O:16])[CH:6]=[CH:7][C:8]=1[O:9][CH2:10][C:11]#[CH:12].[CH3:18][C:19]1[CH:26]=[CH:25][C:22]([CH2:23][NH2:24])=[CH:21][CH:20]=1.C(N(CC)CC)C.O1CCCC1. Given the product [CH3:18][C:19]1[CH:26]=[CH:25][C:22]([CH2:23][NH:24][C:15](=[O:16])[CH2:14][CH2:13][C:5]2[CH:6]=[CH:7][C:8]([O:9][CH2:10][C:11]#[CH:12])=[C:3]([O:2][CH3:1])[CH:4]=2)=[CH:21][CH:20]=1, predict the reactants needed to synthesize it. (7) Given the product [CH3:24][C:5]1([CH2:6][CH2:7][C:8]2[S:9][CH:10]=[C:11]([C:13]#[C:14][CH2:15][CH2:16][CH2:17][C:18]3[CH:19]=[CH:20][CH:21]=[CH:22][CH:23]=3)[CH:12]=2)[CH2:29][O:28][C:26](=[O:27])[NH:25]1, predict the reactants needed to synthesize it. The reactants are: C(OC(=O)[C:5]([NH:25][C:26]([O:28][CH3:29])=[O:27])([CH3:24])[CH2:6][CH2:7][C:8]1[S:9][CH:10]=[C:11]([C:13]#[C:14][CH2:15][CH2:16][CH2:17][C:18]2[CH:23]=[CH:22][CH:21]=[CH:20][CH:19]=2)[CH:12]=1)C.[Cl-].[Li+].[BH4-].[Na+].Cl.